From a dataset of Forward reaction prediction with 1.9M reactions from USPTO patents (1976-2016). Predict the product of the given reaction. (1) Given the reactants [Cl:1][C:2]1[CH:47]=[CH:46][C:45]([CH2:48][CH2:49][CH2:50][O:51][CH3:52])=[CH:44][C:3]=1[CH2:4][N:5]([CH:41]1[CH2:43][CH2:42]1)[C:6](=[O:40])[CH:7]([CH2:17][C:18]1[CH:23]=[CH:22][C:21]([O:24][CH2:25][CH2:26][O:27][C:28]2[C:33]([Cl:34])=[CH:32][C:31]([CH2:35][CH2:36][CH2:37][OH:38])=[CH:30][C:29]=2[Cl:39])=[CH:20][CH:19]=1)[CH2:8][NH:9]C(=O)OC(C)(C)C.Cl, predict the reaction product. The product is: [NH2:9][CH2:8][CH:7]([CH2:17][C:18]1[CH:23]=[CH:22][C:21]([O:24][CH2:25][CH2:26][O:27][C:28]2[C:29]([Cl:39])=[CH:30][C:31]([CH2:35][CH2:36][CH2:37][OH:38])=[CH:32][C:33]=2[Cl:34])=[CH:20][CH:19]=1)[C:6]([N:5]([CH2:4][C:3]1[CH:44]=[C:45]([CH2:48][CH2:49][CH2:50][O:51][CH3:52])[CH:46]=[CH:47][C:2]=1[Cl:1])[CH:41]1[CH2:42][CH2:43]1)=[O:40]. (2) Given the reactants [NH2:1][C:2]1[N:7]=[CH:6][N:5]=[C:4]2[N:8]([C@@H:26]3[CH2:31][CH2:30][CH2:29][N:28]([C:32](=[O:36])[CH2:33][C:34]#[N:35])[CH2:27]3)[N:9]=[C:10]([C:11]3[CH:16]=[CH:15][C:14]([O:17][C:18]4[CH:23]=[CH:22][CH:21]=[C:20]([F:24])[C:19]=4[F:25])=[CH:13][CH:12]=3)[C:3]=12.[CH:37]1([CH:40]=O)[CH2:39][CH2:38]1.N1CCCCC1, predict the reaction product. The product is: [NH2:1][C:2]1[N:7]=[CH:6][N:5]=[C:4]2[N:8]([C@@H:26]3[CH2:31][CH2:30][CH2:29][N:28]([C:32]([C:33](=[CH:40][CH:37]4[CH2:39][CH2:38]4)[C:34]#[N:35])=[O:36])[CH2:27]3)[N:9]=[C:10]([C:11]3[CH:16]=[CH:15][C:14]([O:17][C:18]4[CH:23]=[CH:22][CH:21]=[C:20]([F:24])[C:19]=4[F:25])=[CH:13][CH:12]=3)[C:3]=12. (3) Given the reactants [F:1][C:2]([F:41])([F:40])[C:3]1[CH:4]=[C:5]([CH:33]=[C:34]([C:36]([F:39])([F:38])[F:37])[CH:35]=1)[C:6]([N:8]1[CH2:13][CH2:12][CH:11]([N:14]2[CH2:19][CH2:18][N:17]([C:20](=O)C(F)(F)F)[CH2:16][CH2:15]2)[CH:10]([C:26]2[CH:31]=[CH:30][C:29]([CH3:32])=[CH:28][CH:27]=2)[CH2:9]1)=[O:7].CI, predict the reaction product. The product is: [F:40][C:2]([F:1])([F:41])[C:3]1[CH:4]=[C:5]([C:6]([N:8]2[CH2:13][CH2:12][CH:11]([N:14]3[CH2:15][CH2:16][N:17]([CH3:20])[CH2:18][CH2:19]3)[CH:10]([C:26]3[CH:27]=[CH:28][C:29]([CH3:32])=[CH:30][CH:31]=3)[CH2:9]2)=[O:7])[CH:33]=[C:34]([C:36]([F:37])([F:38])[F:39])[CH:35]=1.